This data is from Reaction yield outcomes from USPTO patents with 853,638 reactions. The task is: Predict the reaction yield, written as a fraction of the theoretical maximum amount of product (1.0 means a 100% yield; for example, 0.34 means a 34% yield). (1) The reactants are [NH2:1][C:2]1[CH:3]=[C:4]2[C:8](=[CH:9][CH:10]=1)[NH:7][CH:6]=[C:5]2[CH:11]1[CH2:16][CH2:15][CH:14]([N:17]([CH3:25])[C:18](=[O:24])[O:19][C:20]([CH3:23])([CH3:22])[CH3:21])[CH2:13][CH2:12]1.I.[S:27]1[CH:31]=[CH:30][CH:29]=[C:28]1[C:32](SC)=[NH:33]. The catalyst is CCO. The product is [CH3:25][N:17]([CH:14]1[CH2:13][CH2:12][CH:11]([C:5]2[C:4]3[C:8](=[CH:9][CH:10]=[C:2]([NH:1][C:32]([C:28]4[S:27][CH:31]=[CH:30][CH:29]=4)=[NH:33])[CH:3]=3)[NH:7][CH:6]=2)[CH2:16][CH2:15]1)[C:18](=[O:24])[O:19][C:20]([CH3:21])([CH3:22])[CH3:23]. The yield is 0.730. (2) The reactants are [Cl:1][C:2]1[C:3]([CH3:12])=[C:4]([S:8](Cl)(=[O:10])=[O:9])[CH:5]=[CH:6][CH:7]=1.N1C=CC=CC=1.[NH2:19][C:20]1[CH:28]=[CH:27][C:23]2[S:24][CH:25]=[CH:26][C:22]=2[CH:21]=1.C([O-])(O)=O.[Na+]. The catalyst is ClCCl. The product is [S:24]1[CH:25]=[CH:26][C:22]2[CH:21]=[C:20]([NH:19][S:8]([C:4]3[CH:5]=[CH:6][CH:7]=[C:2]([Cl:1])[C:3]=3[CH3:12])(=[O:10])=[O:9])[CH:28]=[CH:27][C:23]1=2. The yield is 0.740. (3) The reactants are COC1C=C(OC)C=CC=1C[N:6]([C:32]1[CH:37]=[CH:36][N:35]=[CH:34][N:33]=1)[S:7]([C:10]1[C:15]([F:16])=[CH:14][C:13]([O:17][C@H:18]2[CH2:23][CH2:22][CH2:21][CH2:20][C@@H:19]2[C:24]2[N:28]([CH2:29][CH3:30])[N:27]=[CH:26][CH:25]=2)=[CH:12][C:11]=1[F:31])(=[O:9])=[O:8].C([SiH](CC)CC)C.FC(F)(F)C(O)=O. The catalyst is ClCCl. The product is [CH2:29]([N:28]1[C:24]([C@H:19]2[CH2:20][CH2:21][CH2:22][CH2:23][C@@H:18]2[O:17][C:13]2[CH:12]=[C:11]([F:31])[C:10]([S:7]([NH:6][C:32]3[CH:37]=[CH:36][N:35]=[CH:34][N:33]=3)(=[O:8])=[O:9])=[C:15]([F:16])[CH:14]=2)=[CH:25][CH:26]=[N:27]1)[CH3:30]. The yield is 0.420. (4) The reactants are C([SiH](CC)CC)C.[CH2:8]([CH:10]1[CH2:15][CH2:14][N:13]([CH2:16][C:17]#[N:18])[CH2:12][CH2:11]1)[CH3:9].[H-].[H-].[H-].[H-].[Li+].[Al+3].[OH-].[Na+].[ClH:27]. The catalyst is CCOCC.O. The product is [ClH:27].[CH2:8]([CH:10]1[CH2:15][CH2:14][N:13]([CH2:16][CH2:17][NH2:18])[CH2:12][CH2:11]1)[CH3:9]. The yield is 0.280.